Dataset: Full USPTO retrosynthesis dataset with 1.9M reactions from patents (1976-2016). Task: Predict the reactants needed to synthesize the given product. (1) Given the product [CH:18]1([C:13]2[C:12]([C:21]3[CH:22]=[CH:23][C:24]4[O:29][CH2:28][CH2:27][CH2:26][C:25]=4[CH:30]=3)=[C:11]([CH:6]([OH:5])[C:7]([O:9][CH3:10])=[O:8])[C:16]([CH3:17])=[CH:15][CH:14]=2)[CH2:19][CH2:20]1, predict the reactants needed to synthesize it. The reactants are: C([O:5][CH:6]([C:11]1[C:16]([CH3:17])=[CH:15][CH:14]=[C:13]([CH:18]2[CH2:20][CH2:19]2)[C:12]=1[C:21]1[CH:22]=[CH:23][C:24]2[O:29][CH2:28][CH2:27][CH2:26][C:25]=2[CH:30]=1)[C:7]([O:9][CH3:10])=[O:8])(C)(C)C.FC(F)(F)C(O)=O.[Na]. (2) The reactants are: [NH2:1][C:2]1[CH:3]=[CH:4][C:5]([N:8]2[CH2:13][CH2:12][N:11]([C:14]([O:16][C:17]([CH3:20])([CH3:19])[CH3:18])=[O:15])[CH2:10][CH2:9]2)=[N:6][CH:7]=1.[C:21]1([C:27]2[CH:28]=[C:29]([C:36](O)=[O:37])[S:30][C:31]=2[C:32]([F:35])([F:34])[F:33])[CH:26]=[CH:25][CH:24]=[CH:23][CH:22]=1. Given the product [C:21]1([C:27]2[CH:28]=[C:29]([C:36]([NH:1][C:2]3[CH:3]=[CH:4][C:5]([N:8]4[CH2:13][CH2:12][N:11]([C:14]([O:16][C:17]([CH3:20])([CH3:19])[CH3:18])=[O:15])[CH2:10][CH2:9]4)=[N:6][CH:7]=3)=[O:37])[S:30][C:31]=2[C:32]([F:33])([F:34])[F:35])[CH:22]=[CH:23][CH:24]=[CH:25][CH:26]=1, predict the reactants needed to synthesize it.